From a dataset of TCR-epitope binding with 47,182 pairs between 192 epitopes and 23,139 TCRs. Binary Classification. Given a T-cell receptor sequence (or CDR3 region) and an epitope sequence, predict whether binding occurs between them. (1) The epitope is SEPVLKGVKL. Result: 1 (the TCR binds to the epitope). The TCR CDR3 sequence is CASSFEGTAQSGELFF. (2) The epitope is GILGFVFTL. The TCR CDR3 sequence is CASSQERWGGGNTIYF. Result: 1 (the TCR binds to the epitope). (3) The epitope is KLPDDFTGCV. The TCR CDR3 sequence is CASSLDPISSYNSPLHF. Result: 1 (the TCR binds to the epitope). (4) The epitope is YLDAYNMMI. The TCR CDR3 sequence is CASSPLVIAGKSSYEQYF. Result: 0 (the TCR does not bind to the epitope). (5) The epitope is LLLGIGILV. The TCR CDR3 sequence is CASGQTYEQYF. Result: 1 (the TCR binds to the epitope). (6) The epitope is KLSALGINAV. The TCR CDR3 sequence is CASGLGSSPMFNEQFF. Result: 0 (the TCR does not bind to the epitope). (7) The epitope is RAKFKQLL. The TCR CDR3 sequence is CASTGGYYQPQHF. Result: 1 (the TCR binds to the epitope). (8) The epitope is LLLGIGILV. The TCR CDR3 sequence is CASSLGQGGSPLHF. Result: 0 (the TCR does not bind to the epitope). (9) The epitope is TLDSKTQSL. The TCR CDR3 sequence is CASSHSGGAYNEQFF. Result: 0 (the TCR does not bind to the epitope).